This data is from Catalyst prediction with 721,799 reactions and 888 catalyst types from USPTO. The task is: Predict which catalyst facilitates the given reaction. (1) Reactant: [N+:1]([O-:4])(O)=[O:2].C(OC(=O)C)(=O)C.[CH3:12][C:13]1[CH:25]=[CH:24][C:23]2[C:22]3[C:17](=[CH:18][C:19]([CH3:26])=[CH:20][CH:21]=3)[C:16]([CH3:28])([CH3:27])[C:15]=2[CH:14]=1. Product: [CH3:26][C:19]1[CH:20]=[C:21]([N+:1]([O-:4])=[O:2])[C:22]2[C:23]3[C:15](=[CH:14][C:13]([CH3:12])=[CH:25][CH:24]=3)[C:16]([CH3:28])([CH3:27])[C:17]=2[CH:18]=1. The catalyst class is: 4. (2) The catalyst class is: 209. Reactant: [CH2:1]([C:3]1[CH:8]=[C:7]([C:9]([F:12])([F:11])[F:10])[N:6]=[C:5]([C@H:13]([N:15]([CH3:22])[S@](C(C)(C)C)=O)[CH3:14])[CH:4]=1)[CH3:2].[OH-].[Na+]. Product: [CH2:1]([C:3]1[CH:8]=[C:7]([C:9]([F:12])([F:10])[F:11])[N:6]=[C:5]([C@H:13]([NH:15][CH3:22])[CH3:14])[CH:4]=1)[CH3:2]. (3) Reactant: Br[CH:2]1[CH2:8][CH2:7][CH2:6][CH2:5][CH2:4][C:3]1=[O:9].[NH:10]1[CH:14]=[N:13][CH:12]=[N:11]1.C(=O)([O-])[O-].[K+].[K+]. Product: [N:10]1([CH:2]2[CH2:8][CH2:7][CH2:6][CH2:5][CH2:4][C:3]2=[O:9])[CH:14]=[N:13][CH:12]=[N:11]1. The catalyst class is: 21. (4) Reactant: [NH2:1][C:2]1[N:7]=[CH:6][N:5]=[C:4]2[N:8]([C@H:33]3[CH2:38][CH2:37][C@H:36]([NH:39][CH2:40][CH2:41][C:42]([O:44]CC)=[O:43])[CH2:35][CH2:34]3)[N:9]=[C:10]([C:11]3[CH:16]=[CH:15][C:14]([NH:17][C:18](=[O:30])[C:19]4[CH:24]=[CH:23][C:22]([C:25]([F:28])([F:27])[F:26])=[CH:21][C:20]=4F)=[C:13]([O:31][CH3:32])[CH:12]=3)[C:3]=12.[O:47]1CCOC[CH2:48]1.[OH-].[K+].CO. Product: [NH2:1][C:2]1[N:7]=[CH:6][N:5]=[C:4]2[N:8]([C@H:33]3[CH2:34][CH2:35][C@H:36]([NH:39][CH2:40][CH2:41][C:42]([OH:44])=[O:43])[CH2:37][CH2:38]3)[N:9]=[C:10]([C:11]3[CH:16]=[CH:15][C:14]([NH:17][C:18](=[O:30])[C:19]4[CH:24]=[CH:23][C:22]([C:25]([F:26])([F:27])[F:28])=[CH:21][C:20]=4[O:47][CH3:48])=[C:13]([O:31][CH3:32])[CH:12]=3)[C:3]=12. The catalyst class is: 6. (5) Reactant: [Cl:1][C:2]1[C:7]([O:8][CH3:9])=[CH:6][C:5]([O:10][CH3:11])=[C:4]([Cl:12])[C:3]=1[C:13]1[C:22]2[N:21]=[C:20]([N:23]([CH2:25][CH2:26][N:27]([CH3:29])[CH3:28])[CH3:24])[CH:19]=[N:18][C:17]=2[C:16]([C:30](O)=[O:31])=[CH:15][CH:14]=1.[NH2:33][C:34]1[CH:39]=[CH:38][CH:37]=[CH:36][N:35]=1. Product: [N:35]1[CH:36]=[CH:37][CH:38]=[CH:39][C:34]=1[NH:33][C:30]([C:16]1[C:17]2[N:18]=[CH:19][C:20]([N:23]([CH2:25][CH2:26][N:27]([CH3:28])[CH3:29])[CH3:24])=[N:21][C:22]=2[C:13]([C:3]2[C:2]([Cl:1])=[C:7]([O:8][CH3:9])[CH:6]=[C:5]([O:10][CH3:11])[C:4]=2[Cl:12])=[CH:14][CH:15]=1)=[O:31]. The catalyst class is: 61. (6) Product: [Cl:11][C:12]1[CH:13]=[C:14]([C:15]([N:1]2[CH2:6][CH2:5][O:4][C:3]3[CH:7]=[N:8][CH:9]=[CH:10][C:2]2=3)=[O:16])[CH:18]=[C:19]([N+:23]([O-:25])=[O:24])[C:20]=1[O:21][CH3:22]. Reactant: [NH:1]1[CH2:6][CH2:5][O:4][C:3]2[CH:7]=[N:8][CH:9]=[CH:10][C:2]1=2.[Cl:11][C:12]1[CH:13]=[C:14]([CH:18]=[C:19]([N+:23]([O-:25])=[O:24])[C:20]=1[O:21][CH3:22])[C:15](Cl)=[O:16].C(N(CC)CC)C.Cl. The catalyst class is: 4. (7) Reactant: [Cl:1][C:2]1[CH:26]=[CH:25][C:5]([CH2:6][N:7]2[C:12](=[O:13])[C:11]([O:14][CH3:15])=[N:10][N:9]([C:16]3[CH:17]=[C:18]([CH:21]=[CH:22][CH:23]=3)[C:19]#[N:20])[C:8]2=[O:24])=[CH:4][CH:3]=1.[NH2:27][OH:28]. Product: [Cl:1][C:2]1[CH:3]=[CH:4][C:5]([CH2:6][N:7]2[C:12](=[O:13])[C:11]([O:14][CH3:15])=[N:10][N:9]([C:16]3[CH:17]=[C:18]([CH:21]=[CH:22][CH:23]=3)/[C:19](/[NH2:20])=[N:27]/[OH:28])[C:8]2=[O:24])=[CH:25][CH:26]=1. The catalyst class is: 40. (8) Reactant: [Cl:1][C:2]1[N:3]=[N:4][C:5](Cl)=[C:6]([CH3:9])[C:7]=1[CH3:8].[CH3:11][N:12]([CH:20]1[CH2:25][CH2:24][NH:23][CH2:22][CH2:21]1)[C:13](=[O:19])[O:14][C:15]([CH3:18])([CH3:17])[CH3:16].C([O-])([O-])=O.[K+].[K+]. Product: [Cl:1][C:2]1[N:3]=[N:4][C:5]([N:23]2[CH2:22][CH2:21][CH:20]([N:12]([CH3:11])[C:13](=[O:19])[O:14][C:15]([CH3:16])([CH3:17])[CH3:18])[CH2:25][CH2:24]2)=[C:6]([CH3:9])[C:7]=1[CH3:8]. The catalyst class is: 58. (9) Reactant: [Br:1][C:2]1[CH:7]=[CH:6][C:5]([C:8](=O)[CH2:9][CH2:10][C:11]([OH:13])=[O:12])=[C:4]([CH3:15])[CH:3]=1.C([SiH](CC)CC)C. Product: [Br:1][C:2]1[CH:7]=[CH:6][C:5]([CH2:8][CH2:9][CH2:10][C:11]([OH:13])=[O:12])=[C:4]([CH3:15])[CH:3]=1. The catalyst class is: 67. (10) Reactant: Cl[C:2]1[N:7]=[C:6]([NH:8][C@H:9]([CH2:13][CH:14]([CH3:16])[CH3:15])[C:10]([NH2:12])=[O:11])[CH:5]=[N:4][C:3]=1[C:17]#[N:18].[C:19]([C:21]1[CH:27]=[CH:26][C:24]([NH2:25])=[CH:23][CH:22]=1)#[N:20].C([O-])([O-])=O.[K+].[K+].C1C=CC(P(C2C(C3C(P(C4C=CC=CC=4)C4C=CC=CC=4)=CC=C4C=3C=CC=C4)=C3C(C=CC=C3)=CC=2)C2C=CC=CC=2)=CC=1. Product: [C:17]([C:3]1[N:4]=[CH:5][C:6]([NH:8][C@H:9]([CH2:13][CH:14]([CH3:16])[CH3:15])[C:10]([NH2:12])=[O:11])=[N:7][C:2]=1[NH:25][C:24]1[CH:26]=[CH:27][C:21]([C:19]#[N:20])=[CH:22][CH:23]=1)#[N:18]. The catalyst class is: 231.